From a dataset of Reaction yield outcomes from USPTO patents with 853,638 reactions. Predict the reaction yield, written as a fraction of the theoretical maximum amount of product (1.0 means a 100% yield; for example, 0.34 means a 34% yield). (1) The reactants are Cl[C:2]1[N:6]([CH2:7][CH3:8])[N:5]=[CH:4][C:3]=1[N+:9]([O-:11])=[O:10].[F:12][C:13]([F:25])([F:24])[C:14]([NH:16][C@@H:17]1[CH2:23][CH2:22][CH2:21][NH:20][CH2:19][CH2:18]1)=[O:15]. No catalyst specified. The product is [CH2:7]([N:6]1[C:2]([N:20]2[CH2:21][CH2:22][CH2:23][C@@H:17]([NH:16][C:14](=[O:15])[C:13]([F:24])([F:12])[F:25])[CH2:18][CH2:19]2)=[C:3]([N+:9]([O-:11])=[O:10])[CH:4]=[N:5]1)[CH3:8]. The yield is 0.600. (2) The reactants are [S:1]1[CH:5]=[CH:4][CH:3]=[C:2]1[CH2:6][C:7]#N.[Cl:9][C:10]1[CH:15]=[CH:14][C:13]([C:16]2([C:21]3[CH:26]=C[C:24]([N+:27]([O-])=[O:28])=[CH:23][CH:22]=3)[O:20][CH2:19][CH2:18][O:17]2)=[CH:12][CH:11]=1.[OH-].[Na+]. The catalyst is CO. The product is [Cl:9][C:10]1[CH:11]=[CH:12][C:13]([C:16]2([C:21]3[CH:22]=[CH:23][C:24]4[C:7]([CH:26]=3)=[C:6]([C:2]3[S:1][CH:5]=[CH:4][CH:3]=3)[O:28][N:27]=4)[O:17][CH2:18][CH2:19][O:20]2)=[CH:14][CH:15]=1. The yield is 0.290. (3) The reactants are I[C:2]1[CH:7]=[CH:6][CH:5]=[CH:4][N:3]=1.[F:8][C:9]1[CH:14]=[CH:13][C:12]([C:15]#[C:16][CH2:17][CH2:18][C:19]#[CH:20])=[CH:11][CH:10]=1. The catalyst is C(N(CC)CC)C.[Cu](I)I.Cl[Pd](Cl)([P](C1C=CC=CC=1)(C1C=CC=CC=1)C1C=CC=CC=1)[P](C1C=CC=CC=1)(C1C=CC=CC=1)C1C=CC=CC=1. The product is [F:8][C:9]1[CH:14]=[CH:13][C:12]([C:15]#[C:16][CH2:17][CH2:18][C:19]#[C:20][C:2]2[CH:7]=[CH:6][CH:5]=[CH:4][N:3]=2)=[CH:11][CH:10]=1. The yield is 0.290.